Dataset: Full USPTO retrosynthesis dataset with 1.9M reactions from patents (1976-2016). Task: Predict the reactants needed to synthesize the given product. (1) Given the product [CH2:28]1[C:37]2[C:32](=[CH:33][CH:34]=[CH:35][CH:36]=2)[CH2:31][CH2:30][N:29]1[CH2:6][CH2:7][CH2:8][CH2:9][O:10][C:11]1[N:12]=[C:13]2[C:18]([CH2:17][CH2:16][C:15](=[O:21])[NH:14]2)=[CH:19][CH:20]=1, predict the reactants needed to synthesize it. The reactants are: CS(O[CH2:6][CH2:7][CH2:8][CH2:9][O:10][C:11]1[CH:20]=[CH:19][C:18]2[CH2:17][CH2:16][C:15](=[O:21])[NH:14][C:13]=2[N:12]=1)(=O)=O.C(=O)([O-])[O-].[K+].[K+].[CH2:28]1[C:37]2[C:32](=[CH:33][CH:34]=[CH:35][CH:36]=2)[CH2:31][CH2:30][NH:29]1.[I-].[Na+]. (2) The reactants are: [NH2:1]N.[C:3]1(=O)[NH:7][C:6](=[O:8])[C:5]2=[CH:9][CH:10]=[CH:11][CH:12]=[C:4]12. Given the product [NH:7]1[C:3]2[C:10](=[CH:11][CH:12]=[CH:4][N:1]=2)[CH2:9][CH2:5][C:6]1=[O:8], predict the reactants needed to synthesize it. (3) The reactants are: [Cl:1][C:2]1[CH:7]=[CH:6][C:5]([NH:8]C(=O)C2C=CC(F)=CC=2)=[C:4]([C:18](=[O:26])[C:19]2[CH:24]=[CH:23][C:22](F)=[CH:21][CH:20]=2)[CH:3]=1.[OH-:27].[Na+].[CH3:29]O. Given the product [NH2:8][C:5]1[CH:6]=[CH:7][C:2]([Cl:1])=[CH:3][C:4]=1[C:18]([C:19]1[CH:20]=[CH:21][C:22]([O:27][CH3:29])=[CH:23][CH:24]=1)=[O:26], predict the reactants needed to synthesize it. (4) Given the product [C:1]([NH:24][CH2:25][CH2:26][NH:27][P:28](=[O:39])([O:29][C:30]1[CH:35]=[CH:34][CH:33]=[CH:32][CH:31]=1)[O:68][CH2:67][C@@H:65]1[C@@H:64]([N:69]=[N+:70]=[N-:71])[CH2:63][C@@H:62]([N:56]2[CH:55]=[C:54]([CH3:53])[C:60](=[O:61])[NH:59][C:57]2=[O:58])[O:66]1)(=[O:23])[CH2:2][CH2:3]/[CH:4]=[CH:5]\[CH2:6]/[CH:7]=[CH:8]\[CH2:9]/[CH:10]=[CH:11]\[CH2:12]/[CH:13]=[CH:14]\[CH2:15]/[CH:16]=[CH:17]\[CH2:18]/[CH:19]=[CH:20]\[CH2:21][CH3:22], predict the reactants needed to synthesize it. The reactants are: [C:1]([NH:24][CH2:25][CH2:26][NH:27][P:28](=O)([O:39]C1C=CC=CC=1)[O:29][C:30]1[CH:35]=[CH:34][C:33]([N+]([O-])=O)=[CH:32][CH:31]=1)(=[O:23])[CH2:2][CH2:3]/[CH:4]=[CH:5]\[CH2:6]/[CH:7]=[CH:8]\[CH2:9]/[CH:10]=[CH:11]\[CH2:12]/[CH:13]=[CH:14]\[CH2:15]/[CH:16]=[CH:17]\[CH2:18]/[CH:19]=[CH:20]\[CH2:21][CH3:22].C([Mg]Cl)(C)(C)C.[CH3:53][C:54]1[C:60](=[O:61])[NH:59][C:57](=[O:58])[N:56]([C@@H:62]2[O:66][C@H:65]([CH2:67][OH:68])[C@@H:64]([N:69]=[N+:70]=[N-:71])[CH2:63]2)[CH:55]=1.